Dataset: Catalyst prediction with 721,799 reactions and 888 catalyst types from USPTO. Task: Predict which catalyst facilitates the given reaction. (1) Reactant: Cl.C([O:4][CH:5](OCC)[C:6]1[CH:7]=[C:8]([C:12]([CH3:24])([CH3:23])[CH2:13][NH:14][C:15](=[O:22])[C:16]2[CH:21]=[CH:20][CH:19]=[CH:18][CH:17]=2)[N:9]([CH3:11])[N:10]=1)C.COC(C)(C)C.C(=O)([O-])[O-].[Na+].[Na+]. Product: [CH:5]([C:6]1[CH:7]=[C:8]([C:12]([CH3:24])([CH3:23])[CH2:13][NH:14][C:15](=[O:22])[C:16]2[CH:21]=[CH:20][CH:19]=[CH:18][CH:17]=2)[N:9]([CH3:11])[N:10]=1)=[O:4]. The catalyst class is: 7. (2) Reactant: [N:1]1[CH:6]=[CH:5][CH:4]=[CH:3][C:2]=1[C:7]1[C:8]([C:13]2[C:22]3[C:17](=[CH:18][CH:19]=[CH:20][CH:21]=3)[N:16]=[CH:15][CH:14]=2)=[C:9]([OH:12])[NH:10][N:11]=1.[CH2:23](O)[CH2:24]O.C(P(CCCC)CCCC)CCC.N(C(N1CCCCC1)=O)=NC(N1CCCCC1)=O. Product: [N:1]1[CH:6]=[CH:5][CH:4]=[CH:3][C:2]=1[C:7]1[C:8]([C:13]2[C:22]3[C:17](=[CH:18][CH:19]=[CH:20][CH:21]=3)[N:16]=[CH:15][CH:14]=2)=[C:9]2[O:12][CH2:23][CH2:24][N:10]2[N:11]=1. The catalyst class is: 7. (3) Reactant: [CH3:1][C:2]1[N:3]([CH2:29][C:30]([O:32]CC)=[O:31])[C:4]2[CH2:5][C:6]([CH3:28])([CH3:27])[CH2:7][C:8](=[O:26])[C:9]=2[C:10]=1[CH2:11][C:12]1[CH:17]=[CH:16][CH:15]=[CH:14][C:13]=1[S:18]([C:21]1[S:22][CH:23]=[CH:24][CH:25]=1)(=[O:20])=[O:19].[OH-].[Na+]. Product: [CH3:1][C:2]1[N:3]([CH2:29][C:30]([OH:32])=[O:31])[C:4]2[CH2:5][C:6]([CH3:28])([CH3:27])[CH2:7][C:8](=[O:26])[C:9]=2[C:10]=1[CH2:11][C:12]1[CH:17]=[CH:16][CH:15]=[CH:14][C:13]=1[S:18]([C:21]1[S:22][CH:23]=[CH:24][CH:25]=1)(=[O:20])=[O:19]. The catalyst class is: 20. (4) The catalyst class is: 5. Reactant: [OH:1][C@H:2]([CH2:7][CH2:8][CH2:9][C:10]1[CH:15]=[CH:14][C:13]([O:16][CH2:17][C:18]2[N:19]=[C:20]([C:24]3[CH:29]=[CH:28][CH:27]=[CH:26][CH:25]=3)[S:21][C:22]=2[CH3:23])=[CH:12][CH:11]=1)[C:3]([O:5]C)=[O:4].[OH-].[Na+].O.Cl. Product: [OH:1][C@H:2]([CH2:7][CH2:8][CH2:9][C:10]1[CH:11]=[CH:12][C:13]([O:16][CH2:17][C:18]2[N:19]=[C:20]([C:24]3[CH:25]=[CH:26][CH:27]=[CH:28][CH:29]=3)[S:21][C:22]=2[CH3:23])=[CH:14][CH:15]=1)[C:3]([OH:5])=[O:4]. (5) Reactant: Br[C:2]1[N:9]=[C:8]([CH:10]([CH3:12])[CH3:11])[CH:7]=[CH:6][C:3]=1[C:4]#[N:5].[NH3:13]. Product: [NH2:13][C:2]1[N:9]=[C:8]([CH:10]([CH3:12])[CH3:11])[CH:7]=[CH:6][C:3]=1[C:4]#[N:5]. The catalyst class is: 8.